From a dataset of Full USPTO retrosynthesis dataset with 1.9M reactions from patents (1976-2016). Predict the reactants needed to synthesize the given product. (1) Given the product [Br:1][C:2]1[CH:3]=[C:4]2[C:10]([I:11])=[N:9][N:8]([CH2:18][C:17]3[CH:20]=[CH:21][C:14]([O:13][CH3:12])=[CH:15][CH:16]=3)[C:5]2=[N:6][CH:7]=1, predict the reactants needed to synthesize it. The reactants are: [Br:1][C:2]1[CH:3]=[C:4]2[C:10]([I:11])=[N:9][NH:8][C:5]2=[N:6][CH:7]=1.[CH3:12][O:13][C:14]1[CH:21]=[CH:20][C:17]([CH2:18]Br)=[CH:16][CH:15]=1.CC([O-])(C)C.[Na+].O. (2) Given the product [CH3:1][CH:2]([CH3:19])[C:3]([O:5][C@H:6]([O:8][C:9]([O:11][C:12]1[CH:17]=[CH:16][CH:15]=[CH:14][C:13]=1[F:18])=[O:10])[CH3:7])=[O:4], predict the reactants needed to synthesize it. The reactants are: [CH3:1][CH:2]([CH3:19])[C:3]([O:5][CH:6]([O:8][C:9]([O:11][C:12]1[CH:17]=[CH:16][CH:15]=[CH:14][C:13]=1[F:18])=[O:10])[CH3:7])=[O:4].FC(F)(F)[C@@H](C1C2C(C=C3C=1C=CC=C3)=CC=CC=2)O.